The task is: Predict the product of the given reaction.. This data is from Forward reaction prediction with 1.9M reactions from USPTO patents (1976-2016). (1) Given the reactants Cl.[O:2]([NH2:4])[CH3:3].[C:5]([C:9]1[CH:10]=[CH:11][CH:12]=[C:13]2[C:18]=1[N:17]([CH3:19])[CH2:16][CH2:15][C:14]2=O)([CH3:8])([CH3:7])[CH3:6], predict the reaction product. The product is: [CH3:3][O:2][N:4]=[C:14]1[C:13]2[C:18](=[C:9]([C:5]([CH3:7])([CH3:6])[CH3:8])[CH:10]=[CH:11][CH:12]=2)[N:17]([CH3:19])[CH2:16][CH2:15]1. (2) Given the reactants [Cl:1][C:2]1[CH:7]=[CH:6][C:5](SC2C=CC=CC=2C=O)=[CH:4][CH:3]=1.Cl[C:18]1[CH:19]=[C:20]([CH:25]=[CH:26][CH:27]=1)[C:21]([O:23]O)=O.[S:28](S([O-])=O)([O-:31])(=O)=[O:29].[Na+].[Na+], predict the reaction product. The product is: [Cl:1][C:2]1[CH:7]=[CH:6][C:5]([S:28]([C:19]2[CH:18]=[CH:27][CH:26]=[CH:25][C:20]=2[CH:21]=[O:23])(=[O:31])=[O:29])=[CH:4][CH:3]=1. (3) Given the reactants C([O:8][CH2:9][CH2:10][O:11][C:12]1[CH:38]=[CH:37][C:15]([CH2:16][C:17]2[CH:18]=[C:19]([C@@:24]34[O:31][C@@:28]([CH2:32][OH:33])([CH2:29][O:30]3)[C@@H:27]([OH:34])[C@H:26]([OH:35])[C@H:25]4[OH:36])[CH:20]=[CH:21][C:22]=2[Cl:23])=[CH:14][CH:13]=1)C1C=CC=CC=1.C(O)=O, predict the reaction product. The product is: [Cl:23][C:22]1[CH:21]=[CH:20][C:19]([C@@:24]23[O:31][C@@:28]([CH2:32][OH:33])([CH2:29][O:30]2)[C@@H:27]([OH:34])[C@H:26]([OH:35])[C@H:25]3[OH:36])=[CH:18][C:17]=1[CH2:16][C:15]1[CH:37]=[CH:38][C:12]([O:11][CH2:10][CH2:9][OH:8])=[CH:13][CH:14]=1.